From a dataset of Catalyst prediction with 721,799 reactions and 888 catalyst types from USPTO. Predict which catalyst facilitates the given reaction. (1) Reactant: [F:1][C:2]1[CH:7]=[C:6]([C:8]([O:10][CH3:11])=[O:9])[CH:5]=[CH:4][C:3]=1B(O)O.FC(F)(F)S(O[C:21]1[CH:22]=[C:23]2[C:28](=[CH:29][CH:30]=1)[C:27](=[O:31])[N:26]([C@@H:32]1[CH2:36][CH2:35][N:34]([CH2:37][C:38]3[CH:43]=[CH:42][CH:41]=[CH:40][CH:39]=3)[CH2:33]1)[CH2:25][CH2:24]2)(=O)=O. Product: [CH2:37]([N:34]1[CH2:35][CH2:36][C@@H:32]([N:26]2[CH2:25][CH2:24][C:23]3[C:28](=[CH:29][CH:30]=[C:21]([C:3]4[CH:4]=[CH:5][C:6]([C:8]([O:10][CH3:11])=[O:9])=[CH:7][C:2]=4[F:1])[CH:22]=3)[C:27]2=[O:31])[CH2:33]1)[C:38]1[CH:43]=[CH:42][CH:41]=[CH:40][CH:39]=1. The catalyst class is: 5. (2) Reactant: C[O:2][C:3](=O)[C:4](=[C:13]1[CH2:16][N:15]([CH:17]([C:25]2[CH:30]=[CH:29][C:28]([Cl:31])=[CH:27][CH:26]=2)[C:18]2[CH:23]=[CH:22][C:21]([Cl:24])=[CH:20][CH:19]=2)[CH2:14]1)[C:5]1[CH:10]=[C:9]([F:11])[CH:8]=[C:7]([F:12])[CH:6]=1.CC(C[AlH]CC(C)C)C. Product: [Cl:31][C:28]1[CH:29]=[CH:30][C:25]([CH:17]([C:18]2[CH:19]=[CH:20][C:21]([Cl:24])=[CH:22][CH:23]=2)[N:15]2[CH2:16][C:13](=[C:4]([C:5]3[CH:6]=[C:7]([F:12])[CH:8]=[C:9]([F:11])[CH:10]=3)[CH2:3][OH:2])[CH2:14]2)=[CH:26][CH:27]=1. The catalyst class is: 2. (3) Reactant: [NH2:1][CH2:2][CH:3]1[CH2:8][CH2:7][C:6]([N:15]([CH3:17])[CH3:16])([C:9]2[CH:14]=[CH:13][CH:12]=[CH:11][CH:10]=2)[CH2:5][CH2:4]1.[Cl-].COC1N=C(OC)N=C([N+]2(C)CCOCC2)N=1.[NH:36]1[C:44]2[C:39](=[CH:40][CH:41]=[CH:42][CH:43]=2)[C:38]([CH2:45][CH2:46][CH2:47][CH2:48][C:49](O)=[O:50])=[CH:37]1. Product: [CH3:16][N:15]([CH3:17])[C:6]1([C:9]2[CH:10]=[CH:11][CH:12]=[CH:13][CH:14]=2)[CH2:5][CH2:4][CH:3]([CH2:2][NH:1][C:49](=[O:50])[CH2:48][CH2:47][CH2:46][CH2:45][C:38]2[C:39]3[C:44](=[CH:43][CH:42]=[CH:41][CH:40]=3)[NH:36][CH:37]=2)[CH2:8][CH2:7]1. The catalyst class is: 5. (4) Reactant: C([O:3][C:4]([C:6]1([NH:15][C:16]([C:18]2[C:19]([N:24]3[CH2:29][CH2:28][CH2:27][CH2:26][CH2:25]3)=[N:20][CH:21]=[CH:22][CH:23]=2)=[O:17])[CH2:14][C:13]2[C:8](=[CH:9][CH:10]=[CH:11][CH:12]=2)[CH2:7]1)=[O:5])C.O1CCOCC1.CO. Product: [N:24]1([C:19]2[C:18]([C:16]([NH:15][C:6]3([C:4]([OH:5])=[O:3])[CH2:14][C:13]4[C:8](=[CH:9][CH:10]=[CH:11][CH:12]=4)[CH2:7]3)=[O:17])=[CH:23][CH:22]=[CH:21][N:20]=2)[CH2:29][CH2:28][CH2:27][CH2:26][CH2:25]1. The catalyst class is: 6. (5) Reactant: [OH:1][CH2:2][CH:3]([CH2:5][OH:6])[OH:4].[C:7]([OH:14])(=[O:13])/[CH:8]=[CH:9]\[C:10]([OH:12])=[O:11].[C:15]([OH:28])(=[O:27])[CH2:16][CH2:17][CH2:18][CH2:19][CH2:20][CH2:21][CH2:22][CH2:23][C:24]([OH:26])=[O:25].O. Product: [OH:1][CH2:2][CH:3]([CH2:5][OH:6])[OH:4].[C:7]([OH:14])(=[O:13])/[CH:8]=[CH:9]\[C:10]([OH:12])=[O:11].[C:15]([OH:28])(=[O:27])[CH2:16][CH2:17][CH2:18][CH2:19][CH2:20][CH2:21][CH2:22][CH2:23][C:24]([OH:26])=[O:25]. The catalyst class is: 21. (6) Product: [N:11]1[CH:12]=[CH:13][CH:14]=[N:15][C:10]=1[N:1]1[CH2:6][CH2:5][CH:4]([CH2:7][OH:8])[CH2:3][CH2:2]1. Reactant: [NH:1]1[CH2:6][CH2:5][CH:4]([CH2:7][OH:8])[CH2:3][CH2:2]1.Cl[C:10]1[N:15]=[CH:14][CH:13]=[CH:12][N:11]=1.C(=O)([O-])[O-].[K+].[K+].O. The catalyst class is: 148. (7) Reactant: [N+:1]([C:4]1[CH:5]=[C:6]([C:14]2[CH:15]=[C:16]3[C:21](=[CH:22][CH:23]=2)[NH:20][C:19](=[O:24])[CH2:18][CH2:17]3)[CH:7]=[CH:8][C:9]=1[C:10]([F:13])([F:12])[F:11])([O-])=O. Product: [NH2:1][C:4]1[CH:5]=[C:6]([C:14]2[CH:15]=[C:16]3[C:21](=[CH:22][CH:23]=2)[NH:20][C:19](=[O:24])[CH2:18][CH2:17]3)[CH:7]=[CH:8][C:9]=1[C:10]([F:11])([F:12])[F:13]. The catalyst class is: 183. (8) Reactant: [N:1]1[CH:6]=[CH:5][CH:4]=[CH:3][C:2]=1[C:7]1[CH:8]=[CH:9][C:10]2[C:11]3[N:25](C4CCCCO4)[NH:24][CH2:23][C:12]=3[C:13](=[O:22])[N:14]([CH2:17][C:18]([F:21])([F:20])[F:19])[C:15]=2[CH:16]=1.N1C=CC=CC=1C1C=CC2C3C(=CN(C4CCCCO4)N=3)C(=O)N(CC(F)(F)F)C=2C=1.Cl.O1CCOCC1. Product: [N:1]1[CH:6]=[CH:5][CH:4]=[CH:3][C:2]=1[C:7]1[CH:8]=[CH:9][C:10]2[C:11]3[NH:25][N:24]=[CH:23][C:12]=3[C:13](=[O:22])[N:14]([CH2:17][C:18]([F:20])([F:19])[F:21])[C:15]=2[CH:16]=1. The catalyst class is: 2.